This data is from Full USPTO retrosynthesis dataset with 1.9M reactions from patents (1976-2016). The task is: Predict the reactants needed to synthesize the given product. (1) Given the product [CH:2]([CH:3]1[CH2:8][CH2:7][N:6]([C:9]([O:11][C:12]([CH3:15])([CH3:14])[CH3:13])=[O:10])[CH2:5][CH2:4]1)=[O:1], predict the reactants needed to synthesize it. The reactants are: [OH:1][CH2:2][CH:3]1[CH2:8][CH2:7][N:6]([C:9]([O:11][C:12]([CH3:15])([CH3:14])[CH3:13])=[O:10])[CH2:5][CH2:4]1.[Cr](Cl)([O-])(=O)=O.[NH+]1C=CC=CC=1. (2) Given the product [CH3:47][C:38]1[C:39]([C:43]([F:46])([F:45])[F:44])=[CH:40][CH:41]=[CH:42][C:37]=1[CH2:36][N:19]1[C:18](=[O:48])[C:17]([C:15]2[NH:16][C:1](=[O:53])[S:2][N:14]=2)=[CH:22][N:21]([C:23]2[CH:28]=[CH:27][C:26]([N:29]3[CH2:33][CH2:32][O:31][C:30]3=[O:34])=[CH:25][CH:24]=2)[C:20]1=[O:35], predict the reactants needed to synthesize it. The reactants are: [C:1](N1C=CN=C1)(N1C=CN=C1)=[S:2].O[N:14]=[C:15]([C:17]1[C:18](=[O:48])[N:19]([CH2:36][C:37]2[CH:42]=[CH:41][CH:40]=[C:39]([C:43]([F:46])([F:45])[F:44])[C:38]=2[CH3:47])[C:20](=[O:35])[N:21]([C:23]2[CH:28]=[CH:27][C:26]([N:29]3[CH2:33][CH2:32][O:31][C:30]3=[O:34])=[CH:25][CH:24]=2)[CH:22]=1)[NH2:16].Cl.C1C[O:53]CC1. (3) Given the product [P:54]([O:64][CH:65]([CH3:69])[C:66]([O:45][C@H:36]1[C@H:37]([NH:40][C:41]([O:42][CH3:43])=[O:44])[CH2:38][CH2:39][N:34]([C:3]2[CH:4]=[C:5]([C:32]#[N:33])[CH:6]=[C:7]([NH:8][C:9]3[N:14]=[C:13]([NH:15][CH2:25][CH3:26])[C:12]4=[N:27][CH:28]=[C:29]([C:30]#[N:31])[N:11]4[N:10]=3)[C:2]=2[Cl:1])[CH2:35]1)=[O:67])([OH:56])([OH:55])=[O:53], predict the reactants needed to synthesize it. The reactants are: [Cl:1][C:2]1[C:7]([NH:8][C:9]2[N:14]=[C:13]([N:15]([CH2:25][CH3:26])CC3C=CC(OC)=CC=3)[C:12]3=[N:27][CH:28]=[C:29]([C:30]#[N:31])[N:11]3[N:10]=2)=[CH:6][C:5]([C:32]#[N:33])=[CH:4][C:3]=1[N:34]1[CH2:39][CH2:38][C@@H:37]([NH:40][C:41](=[O:44])[O:42][CH3:43])[C@H:36]([OH:45])[CH2:35]1.C([O:53][P:54]([O:64][CH:65]([CH3:69])[C:66](O)=[O:67])([O:56]CC1C=CC=CC=1)=[O:55])C1C=CC=CC=1.C1CCC(N=C=NC2CCCCC2)CC1.ClC1C(NC2N=C(N(CC)CC3C=CC(OC)=CC=3)C3=NC=C(C#N)N3N=2)=CC(C#N)=CC=1N1CC[C@@H](NC(OC)=O)[C@H](C(OP(OCC2C=CC=CC=2)(OCC2C=CC=CC=2)=O)(C)C([O-])=O)C1. (4) Given the product [ClH:54].[ClH:54].[OH:25][C@H:3]1[C@@H:2]([NH:1][CH2:37][C:35]2[CH:34]=[CH:33][C:30]3[O:31][CH2:32][C:27](=[O:26])[NH:28][C:29]=3[N:36]=2)[CH2:11][C:10]2[N:9]=[CH:8][C:7]([N:12]3[C:17](=[O:18])[CH:16]=[N:15][C:14]4[CH:19]=[CH:20][C:21]([O:23][CH3:24])=[N:22][C:13]3=4)=[CH:6][C:5]=2[CH2:4]1, predict the reactants needed to synthesize it. The reactants are: [NH2:1][C@H:2]1[CH2:11][C:10]2[N:9]=[CH:8][C:7]([N:12]3[C:17](=[O:18])[CH:16]=[N:15][C:14]4[CH:19]=[CH:20][C:21]([O:23][CH3:24])=[N:22][C:13]3=4)=[CH:6][C:5]=2[CH2:4][C@H:3]1[OH:25].[O:26]=[C:27]1[CH2:32][O:31][C:30]2[CH:33]=[CH:34][C:35]([CH:37]=O)=[N:36][C:29]=2[NH:28]1.C(O[BH-](OC(=O)C)OC(=O)C)(=O)C.[Na+].C(Cl)[Cl:54]. (5) Given the product [Br:1][C:2]1[CH:7]=[CH:6][N:5]=[C:4]([NH:8][C:15](=[O:18])[CH2:16][CH3:17])[CH:3]=1, predict the reactants needed to synthesize it. The reactants are: [Br:1][C:2]1[CH:7]=[CH:6][N:5]=[C:4]([NH2:8])[CH:3]=1.N1C=CC=CC=1.[C:15](Cl)(=[O:18])[CH2:16][CH3:17].O. (6) The reactants are: [CH3:1][C:2]1[N+:11]2[CH:12]=[CH:13][C:14]3[C:19]([C:10]=2[CH:9]=[C:8]2[C:3]=1[CH:4]=[C:5]([O:26]C)[C:6]([O:24]C)=[CH:7]2)=[CH:18][C:17]([O:20]C)=[C:16]([O:22]C)[CH:15]=3.O.[Cl-:29].B(Br)(Br)Br.Cl. Given the product [Cl-:29].[CH3:1][C:2]1[N:11]2[CH2:12][CH:13]=[C:14]3[C:19]([C+:18]=[C:17]([OH:20])[C:16]([OH:22])=[CH:15]3)=[C:10]2[CH:9]=[C:8]2[C:3]=1[CH:4]=[C:5]([OH:26])[C:6]([OH:24])=[CH:7]2, predict the reactants needed to synthesize it. (7) Given the product [CH:9]12[CH2:15][CH:12]([CH2:13][CH2:14]1)[CH2:11][CH:10]2[C:16]1[CH:21]=[CH:20][CH:19]=[CH:18][C:17]=1[NH:22][C:23]([C:25]1[C:26]([CH:31]([F:33])[F:32])=[N:27][N:28]([CH3:30])[CH:29]=1)=[N:8][NH:7][C:1]1[CH:6]=[CH:5][CH:4]=[CH:3][CH:2]=1, predict the reactants needed to synthesize it. The reactants are: [C:1]1([NH:7][NH2:8])[CH:6]=[CH:5][CH:4]=[CH:3][CH:2]=1.[CH:9]12[CH2:15][CH:12]([CH2:13][CH2:14]1)[CH2:11][CH:10]2[C:16]1[CH:21]=[CH:20][CH:19]=[CH:18][C:17]=1[NH:22][C:23]([C:25]1[C:26]([CH:31]([F:33])[F:32])=[N:27][N:28]([CH3:30])[CH:29]=1)=S.O.C1CCCCC1.C(OCC)(=O)C. (8) Given the product [F:32][C:29]1[CH:30]=[N:31][C:24]2[N:23]([C:33]3[CH:38]=[CH:37][CH:36]=[C:35]([I:39])[CH:34]=3)[C:22](=[O:40])[N:21]([C@H:18]3[CH2:17][CH2:16][C@@H:15]([NH:14][CH2:2][C:3]4[N:4]=[C:5]5[CH:10]=[CH:9][C:8]([F:11])=[CH:7][N:6]5[CH:12]=4)[CH2:20][CH2:19]3)[C:26](=[O:27])[C:25]=2[CH:28]=1, predict the reactants needed to synthesize it. The reactants are: Cl[CH2:2][C:3]1[N:4]=[C:5]2[CH:10]=[CH:9][C:8]([F:11])=[CH:7][N:6]2[CH:12]=1.Cl.[NH2:14][C@@H:15]1[CH2:20][CH2:19][C@H:18]([N:21]2[C:26](=[O:27])[C:25]3[CH:28]=[C:29]([F:32])[CH:30]=[N:31][C:24]=3[N:23]([C:33]3[CH:38]=[CH:37][CH:36]=[C:35]([I:39])[CH:34]=3)[C:22]2=[O:40])[CH2:17][CH2:16]1.CCN(C(C)C)C(C)C. (9) The reactants are: [CH2:1](Br)[C:2]1[CH:7]=[CH:6][CH:5]=[CH:4][CH:3]=1.CN(C)C=O.[CH3:14][N:15]1[C:19]([NH2:20])=[CH:18][CH:17]=[N:16]1.C(=O)([O-])[O-].[K+].[K+]. Given the product [CH2:1]([NH:20][C:19]1[N:15]([CH3:14])[N:16]=[CH:17][CH:18]=1)[C:2]1[CH:7]=[CH:6][CH:5]=[CH:4][CH:3]=1, predict the reactants needed to synthesize it. (10) Given the product [Br:34][C:35]1[CH:40]=[CH:39][C:38]([O:41][CH2:47][CH2:48][CH:49]2[CH2:50][CH2:51][N:52]([C:55]([O:57][C:58]([CH3:59])([CH3:61])[CH3:60])=[O:56])[CH2:53][CH2:54]2)=[C:37]([C:42]([F:43])([F:44])[F:45])[CH:36]=1, predict the reactants needed to synthesize it. The reactants are: CC(OC(/N=N/C(OC(C)C)=O)=O)C.C1(P(C2C=CC=CC=2)C2C=CC=CC=2)C=CC=CC=1.[Br:34][C:35]1[CH:40]=[CH:39][C:38]([OH:41])=[C:37]([C:42]([F:45])([F:44])[F:43])[CH:36]=1.O[CH2:47][CH2:48][CH:49]1[CH2:54][CH2:53][N:52]([C:55]([O:57][C:58]([CH3:61])([CH3:60])[CH3:59])=[O:56])[CH2:51][CH2:50]1.